Dataset: Experimentally validated miRNA-target interactions with 360,000+ pairs, plus equal number of negative samples. Task: Binary Classification. Given a miRNA mature sequence and a target amino acid sequence, predict their likelihood of interaction. (1) The miRNA is hsa-miR-32-5p with sequence UAUUGCACAUUACUAAGUUGCA. The protein sequence of the target gene is MPSEPSAPLPQPLPPDGGWGWVVVCASFISIGFSYAFPKAVTVFFKDIQEIFNTTSSQIAWISSIMLAVMYAGGPISSVLVNNYGSRPVVIVGGLLCCIGMILASYSNSVIELYLTVGFIGGLGLAFNLQPALTIIGKYFYRRRPLANGCAMAGSPVFLSTLAPFNQYLFNNYGWKGSFLILGGIFLHSCVAGCLMRPVGPSPNTKKSKSKVGSRHDSTLKKASKVSTAQKVNRFLDFSLFMHRGFLIYLSGNVILFLGIFAPIIFLAQYAKHIGVDDYNSAFLLSVMAFIDMFARPSVG.... Result: 0 (no interaction). (2) The miRNA is hsa-miR-218-5p with sequence UUGUGCUUGAUCUAACCAUGU. The protein sequence of the target gene is MACGFRRAIACQLSRVLNLPPENLITSISAVPISQKEEVADFQLSVDSLLEKDNDHSRPDIQVQAKRLAEKLRCDTVVSEISTGQRTVNFKINRELLTKTVLQQVIEDGSKYGLKSELFSGLPQKKIVVEFSSPNVAKKFHVGHLRSTIIGNFIANLKEALGHQVIRINYLGDWGMQFGLLGTGFQLFGYEEKLQSNPLQHLFEVYVQVNKEAADDKSVAKAAQEFFQRLELGDVQALSLWQKFRDLSIEEYIRVYKRLGVYFDEYSGESFYREKSQEVLKLLESKGLLLKTIKGTAVVD.... Result: 1 (interaction).